Task: Predict the reactants needed to synthesize the given product.. Dataset: Full USPTO retrosynthesis dataset with 1.9M reactions from patents (1976-2016) Given the product [CH3:28][O:27][C:25]1[CH:24]=[C:21]([CH:20]=[C:19]([O:18][CH3:17])[CH:26]=1)[CH2:22][C:9]1[NH:10][C:11]2=[N:12][CH:13]=[CH:5][CH:6]=[C:7]2[CH:8]=1, predict the reactants needed to synthesize it. The reactants are: C[Mg]Br.Br[C:5]1[CH:6]=[C:7]2[C:11](=[N:12][CH:13]=1)[NH:10][CH:9]=[CH:8]2.C(Cl)Cl.[CH3:17][O:18][C:19]1[CH:20]=[C:21]([CH:24]=[C:25]([O:27][CH3:28])[CH:26]=1)[CH2:22]Br.